Dataset: Reaction yield outcomes from USPTO patents with 853,638 reactions. Task: Predict the reaction yield, written as a fraction of the theoretical maximum amount of product (1.0 means a 100% yield; for example, 0.34 means a 34% yield). (1) The reactants are [O:1]1[C:5]2[CH:6]=[CH:7][CH:8]=[CH:9][C:4]=2[CH:3]=[C:2]1[CH:10]=O.CN.CC(O)=O.[BH3-][C:19]#[N:20].[Na+]. The catalyst is CO. The product is [CH3:19][NH:20][CH2:10][C:2]1[O:1][C:5]2[CH:6]=[CH:7][CH:8]=[CH:9][C:4]=2[CH:3]=1. The yield is 0.500. (2) The reactants are [C:1]([C:3]1[CH:7]=[CH:6][S:5][C:4]=1[NH:8][C:9](=[O:12])[O:10][CH3:11])#[N:2].[Br:13]Br. The catalyst is C(O)(=O)C. The product is [Br:13][C:6]1[S:5][C:4]([NH:8][C:9](=[O:12])[O:10][CH3:11])=[C:3]([C:1]#[N:2])[CH:7]=1. The yield is 0.890. (3) The reactants are Br.[N+:2]([C:5]1[CH:10]=[CH:9][C:8]([CH2:11][C@@H:12]([C:14]2[N:15]=[C:16]([C:19]3[CH:24]=[CH:23][CH:22]=[CH:21][CH:20]=3)[S:17][CH:18]=2)[NH2:13])=[CH:7][CH:6]=1)([O-:4])=[O:3].C([O-])([O-])=O.[Ca+2].[C:30](Cl)(Cl)=[S:31]. The yield is 0.930. The product is [N:13]([C@H:12]([C:14]1[N:15]=[C:16]([C:19]2[CH:20]=[CH:21][CH:22]=[CH:23][CH:24]=2)[S:17][CH:18]=1)[CH2:11][C:8]1[CH:7]=[CH:6][C:5]([N+:2]([O-:4])=[O:3])=[CH:10][CH:9]=1)=[C:30]=[S:31]. The catalyst is O. (4) The reactants are [N-]=[N+]=[N-].[ClH:4].[CH2:5]([C:8]1([NH2:18])[CH2:13][C:12]([CH3:15])([CH3:14])[CH2:11][C:10](C)([CH3:16])[CH2:9]1)C=C. No catalyst specified. The product is [ClH:4].[CH3:5][C:8]1([NH2:18])[CH2:13][C:12]([CH3:15])([CH3:14])[CH2:11][C:10]([CH3:16])=[CH:9]1. The yield is 0.600. (5) The reactants are COC(SCl)=O.[SH:7][CH2:8][CH2:9][OH:10].[SH:11][C:12]1[CH:17]=[CH:16][CH:15]=[CH:14][N:13]=1. The catalyst is ClCCl. The product is [N:13]1[CH:14]=[CH:15][CH:16]=[CH:17][C:12]=1[S:11][S:7][CH2:8][CH2:9][OH:10]. The yield is 0.780. (6) The reactants are [OH:1][C@@H:2]1[CH2:7][CH2:6][CH2:5][N:4]([CH:8]2[CH2:13][CH2:12][N:11]([C:14]([O:16][C:17]([CH3:20])([CH3:19])[CH3:18])=[O:15])[CH2:10][CH2:9]2)[C:3]1=[O:21].C(N(C(C)C)C(C)C)C.[CH3:31][S:32](Cl)(=[O:34])=[O:33].C([O-])(O)=O.[Na+]. The catalyst is C1COCC1.CCOC(C)=O. The product is [CH3:31][S:32]([O:1][C@@H:2]1[CH2:7][CH2:6][CH2:5][N:4]([CH:8]2[CH2:9][CH2:10][N:11]([C:14]([O:16][C:17]([CH3:18])([CH3:20])[CH3:19])=[O:15])[CH2:12][CH2:13]2)[C:3]1=[O:21])(=[O:34])=[O:33]. The yield is 0.540. (7) The reactants are [CH3:1][C:2]1[N:7]=[C:6]2[S:8][C:9]3[CH2:13][CH2:12][CH2:11][C:10]=3[C:5]2=[C:4]([C:14]2[CH:19]=[CH:18][C:17]([Cl:20])=[CH:16][CH:15]=2)[C:3]=1[CH:21]([CH2:26][CH2:27][CH3:28])[C:22]([O:24]C)=[O:23].[OH-].[Na+]. The catalyst is CO.C(O)C. The product is [CH3:1][C:2]1[N:7]=[C:6]2[S:8][C:9]3[CH2:13][CH2:12][CH2:11][C:10]=3[C:5]2=[C:4]([C:14]2[CH:19]=[CH:18][C:17]([Cl:20])=[CH:16][CH:15]=2)[C:3]=1[CH:21]([CH2:26][CH2:27][CH3:28])[C:22]([OH:24])=[O:23]. The yield is 0.610. (8) The reactants are O[C@H:2]1[CH2:7][CH2:6][CH2:5][CH2:4][C@H:3]1[NH:8][C:9]1[CH2:14][CH2:13][CH2:12][C:11](=[O:15])[CH:10]=1.BrC1C(C)=CC(C)=CC=1C.C(=O)([O-])[O-].[K+].[K+].CN(C=O)C. The catalyst is C1C=CC([P]([Pd]([P](C2C=CC=CC=2)(C2C=CC=CC=2)C2C=CC=CC=2)([P](C2C=CC=CC=2)(C2C=CC=CC=2)C2C=CC=CC=2)[P](C2C=CC=CC=2)(C2C=CC=CC=2)C2C=CC=CC=2)(C2C=CC=CC=2)C2C=CC=CC=2)=CC=1.O. The product is [CH2:14]1[C:9]2[NH:8][C:3]3[CH2:4][CH2:5][CH2:6][CH2:7][C:2]=3[C:10]=2[C:11](=[O:15])[CH2:12][CH2:13]1. The yield is 0.943.